Dataset: Full USPTO retrosynthesis dataset with 1.9M reactions from patents (1976-2016). Task: Predict the reactants needed to synthesize the given product. (1) Given the product [Br:1][C:2]1[CH:3]=[C:4]2[C:5](=[CH:6][CH:7]=1)[O:8][C:9](=[O:14])[CH2:10][C:11]2([CH3:12])[CH3:13], predict the reactants needed to synthesize it. The reactants are: [Br:1][C:2]1[CH:7]=[CH:6][C:5]([O:8][C:9](=[O:14])[CH:10]=[C:11]([CH3:13])[CH3:12])=[CH:4][CH:3]=1.[Cl-].[Al+3].[Cl-].[Cl-]. (2) Given the product [CH3:1][O:2][C:3]1[CH:8]=[CH:7][CH:6]=[C:5]([CH2:9][CH2:10][C:11]2[CH:16]=[CH:15][CH:14]=[CH:13][CH:12]=2)[C:4]=1[NH2:17], predict the reactants needed to synthesize it. The reactants are: [CH3:1][O:2][C:3]1[CH:8]=[CH:7][CH:6]=[C:5](/[CH:9]=[CH:10]/[C:11]2[CH:16]=[CH:15][CH:14]=[CH:13][CH:12]=2)[C:4]=1[N+:17]([O-])=O.[H][H].